This data is from CYP2D6 inhibition data for predicting drug metabolism from PubChem BioAssay. The task is: Regression/Classification. Given a drug SMILES string, predict its absorption, distribution, metabolism, or excretion properties. Task type varies by dataset: regression for continuous measurements (e.g., permeability, clearance, half-life) or binary classification for categorical outcomes (e.g., BBB penetration, CYP inhibition). Dataset: cyp2d6_veith. (1) The compound is COC(=O)[C@@]1(Cc2ccc(F)cc2)[C@H]2c3cc(C(=O)N4CCCC4)n(CCCNc4ncc(C(F)(F)F)cc4Cl)c3C[C@H]2CN1C(=O)c1ccccc1. The result is 0 (non-inhibitor). (2) The result is 0 (non-inhibitor). The molecule is CCCNC(=O)OC[C@@H]1O[C@H](CCON=C(C)C)C=C[C@@H]1Oc1ccc(OC)cc1. (3) The drug is CSc1cccc(NC(=O)OC2CCCCCCCCCCC2)c1. The result is 0 (non-inhibitor). (4) The result is 0 (non-inhibitor). The compound is Cc1ccc(OCC(=O)NNC(=O)CCc2ccccc2)cc1. (5) The molecule is CCN(CC)S(=O)(=O)c1cccc(C(=O)N[C@H](C(=O)OCC(=O)NC(=O)NC)C(C)C)c1. The result is 0 (non-inhibitor).